Predict the reaction yield, written as a fraction of the theoretical maximum amount of product (1.0 means a 100% yield; for example, 0.34 means a 34% yield). From a dataset of Reaction yield outcomes from USPTO patents with 853,638 reactions. (1) The reactants are [NH2:1][C:2]1[C:3]([C:9]([OH:11])=[O:10])=[N:4][C:5](Br)=[CH:6][CH:7]=1.[F:12][C:13]1[CH:18]=[CH:17][C:16]([O:19][CH2:20][CH2:21][CH3:22])=[CH:15][C:14]=1B(O)O. The catalyst is C1C=CC(P(C2C=CC=CC=2)[C-]2C=CC=C2)=CC=1.C1C=CC(P(C2C=CC=CC=2)[C-]2C=CC=C2)=CC=1.Cl[Pd]Cl.[Fe+2].C(Cl)Cl. The product is [NH2:1][C:2]1[C:3]([C:9]([OH:11])=[O:10])=[N:4][C:5]([C:18]2[CH:17]=[C:16]([O:19][CH2:20][CH2:21][CH3:22])[CH:15]=[CH:14][C:13]=2[F:12])=[CH:6][CH:7]=1. The yield is 0.750. (2) The reactants are [C:1](=[NH:26])([O:3][CH2:4][CH2:5][C:6]1[CH:11]=[C:10]([F:12])[C:9]([O:13][C:14]2[CH:19]=[CH:18][C:17]([Cl:20])=[C:16]([C:21]([F:24])([F:23])[F:22])[CH:15]=2)=[C:8]([F:25])[CH:7]=1)[NH2:2].[OH:27]/[CH:28]=[C:29](/[CH2:35][C:36]1[CH:37]=[N:38][C:39]([O:42][CH3:43])=[N:40][CH:41]=1)\[C:30](OCC)=O.C([O-])([O-])=O.[K+].[K+]. The catalyst is CN(C=O)C. The product is [Cl:20][C:17]1[CH:18]=[CH:19][C:14]([O:13][C:9]2[C:10]([F:12])=[CH:11][C:6]([CH2:5][CH2:4][O:3][C:1]3[NH:2][CH:30]=[C:29]([CH2:35][C:36]4[CH:37]=[N:38][C:39]([O:42][CH3:43])=[N:40][CH:41]=4)[C:28](=[O:27])[N:26]=3)=[CH:7][C:8]=2[F:25])=[CH:15][C:16]=1[C:21]([F:22])([F:24])[F:23]. The yield is 0.150. (3) The reactants are [F:1][C:2]1[CH:7]=[CH:6][C:5]([N:8]2[C:12]([C:13]3[CH:18]=[CH:17][C:16]([OH:19])=[C:15]([N+:20]([O-])=O)[CH:14]=3)=[CH:11][C:10]([C:23]([F:26])([F:25])[F:24])=[N:9]2)=[CH:4][CH:3]=1. The catalyst is C(O)(=O)C.[Zn]. The product is [NH2:20][C:15]1[CH:14]=[C:13]([C:12]2[N:8]([C:5]3[CH:4]=[CH:3][C:2]([F:1])=[CH:7][CH:6]=3)[N:9]=[C:10]([C:23]([F:26])([F:25])[F:24])[CH:11]=2)[CH:18]=[CH:17][C:16]=1[OH:19]. The yield is 0.830. (4) The reactants are [Br:1][C:2]1[CH:7]=[CH:6][C:5]([S:8](Cl)(=[O:10])=[O:9])=[CH:4][C:3]=1[F:12].O.NN.[C:16]([O-])(=O)C.[Na+].IC. The catalyst is C1COCC1.CCCCCCC. The product is [Br:1][C:2]1[CH:7]=[CH:6][C:5]([S:8]([CH3:16])(=[O:10])=[O:9])=[CH:4][C:3]=1[F:12]. The yield is 0.480. (5) The reactants are [Cl:1][C:2]1[CH:3]=[C:4]([C:9]2[C:10]([N:15]3[CH2:20][CH2:19][NH:18][CH2:17][CH2:16]3)=[N:11][CH:12]=[CH:13][N:14]=2)[CH:5]=[CH:6][C:7]=1[Cl:8].[CH3:21][C:22]1[C:26]([CH:27]=O)=[C:25]([CH3:29])[N:24]([C:30]2[CH:35]=[CH:34][CH:33]=[CH:32][CH:31]=2)[N:23]=1.C(O[BH-](OC(=O)C)OC(=O)C)(=O)C.[Na+]. The catalyst is ClCCCl. The product is [ClH:1].[Cl:1][C:2]1[CH:3]=[C:4]([C:9]2[C:10]([N:15]3[CH2:16][CH2:17][N:18]([CH2:27][C:26]4[C:22]([CH3:21])=[N:23][N:24]([C:30]5[CH:35]=[CH:34][CH:33]=[CH:32][CH:31]=5)[C:25]=4[CH3:29])[CH2:19][CH2:20]3)=[N:11][CH:12]=[CH:13][N:14]=2)[CH:5]=[CH:6][C:7]=1[Cl:8]. The yield is 0.180. (6) The reactants are [Br:1][C:2]1[CH:7]=[CH:6][CH:5]=[CH:4][C:3]=1[N:8]1[C:13](=[O:14])[NH:12][CH2:11][C:10]([C:15]2[CH:20]=[CH:19][CH:18]=[CH:17][C:16]=2[O:21][CH3:22])=[N:9]1.Br[C:24]1[CH:29]=[CH:28][CH:27]=[CH:26][N:25]=1.C(=O)([O-])[O-].[K+].[K+]. The catalyst is CN(C)C=O.[Cu](I)I. The product is [Br:1][C:2]1[CH:7]=[CH:6][CH:5]=[CH:4][C:3]=1[N:8]1[C:13](=[O:14])[N:12]([C:24]2[CH:29]=[CH:28][CH:27]=[CH:26][N:25]=2)[CH2:11][C:10]([C:15]2[CH:20]=[CH:19][CH:18]=[CH:17][C:16]=2[O:21][CH3:22])=[N:9]1. The yield is 0.540. (7) The reactants are C([O:3][C:4]([C:6]1[O:7][C:8]2[C:13]([C:14](=[O:16])[CH:15]=1)=[CH:12][C:11]([O:17][CH3:18])=[CH:10][C:9]=2[N:19]1[CH2:24][CH2:23][N:22]([CH3:25])[CH2:21][CH2:20]1)=[O:5])C.CO.[ClH:28]. No catalyst specified. The product is [ClH:28].[CH3:18][O:17][C:11]1[CH:12]=[C:13]2[C:8](=[C:9]([N:19]3[CH2:24][CH2:23][N:22]([CH3:25])[CH2:21][CH2:20]3)[CH:10]=1)[O:7][C:6]([C:4]([OH:5])=[O:3])=[CH:15][C:14]2=[O:16]. The yield is 1.00.